From a dataset of NCI-60 drug combinations with 297,098 pairs across 59 cell lines. Regression. Given two drug SMILES strings and cell line genomic features, predict the synergy score measuring deviation from expected non-interaction effect. (1) Drug 1: CN1CCC(CC1)COC2=C(C=C3C(=C2)N=CN=C3NC4=C(C=C(C=C4)Br)F)OC. Drug 2: CC1=C(C=C(C=C1)NC2=NC=CC(=N2)N(C)C3=CC4=NN(C(=C4C=C3)C)C)S(=O)(=O)N.Cl. Cell line: CCRF-CEM. Synergy scores: CSS=12.4, Synergy_ZIP=4.02, Synergy_Bliss=8.74, Synergy_Loewe=6.59, Synergy_HSA=7.60. (2) Drug 1: CC1=CC2C(CCC3(C2CCC3(C(=O)C)OC(=O)C)C)C4(C1=CC(=O)CC4)C. Drug 2: CC1C(C(CC(O1)OC2CC(CC3=C2C(=C4C(=C3O)C(=O)C5=C(C4=O)C(=CC=C5)OC)O)(C(=O)CO)O)N)O.Cl. Cell line: SR. Synergy scores: CSS=51.1, Synergy_ZIP=5.70, Synergy_Bliss=6.03, Synergy_Loewe=-17.6, Synergy_HSA=5.63. (3) Drug 1: C1C(C(OC1N2C=NC3=C2NC=NCC3O)CO)O. Drug 2: N.N.Cl[Pt+2]Cl. Cell line: NCI-H226. Synergy scores: CSS=18.7, Synergy_ZIP=-4.82, Synergy_Bliss=-2.36, Synergy_Loewe=3.36, Synergy_HSA=2.53. (4) Drug 1: C1CN1C2=NC(=NC(=N2)N3CC3)N4CC4. Drug 2: CC(CN1CC(=O)NC(=O)C1)N2CC(=O)NC(=O)C2. Cell line: UACC62. Synergy scores: CSS=33.9, Synergy_ZIP=-3.44, Synergy_Bliss=-6.41, Synergy_Loewe=-20.5, Synergy_HSA=-5.68. (5) Drug 1: C1=CN(C(=O)N=C1N)C2C(C(C(O2)CO)O)O.Cl. Drug 2: C1=CN(C=N1)CC(O)(P(=O)(O)O)P(=O)(O)O. Cell line: T-47D. Synergy scores: CSS=2.28, Synergy_ZIP=-1.31, Synergy_Bliss=2.18, Synergy_Loewe=1.21, Synergy_HSA=2.35. (6) Drug 1: C1=CC(=CC=C1CC(C(=O)O)N)N(CCCl)CCCl.Cl. Drug 2: C1CC(=O)NC(=O)C1N2C(=O)C3=CC=CC=C3C2=O. Cell line: HT29. Synergy scores: CSS=16.2, Synergy_ZIP=0.860, Synergy_Bliss=9.05, Synergy_Loewe=-0.759, Synergy_HSA=4.89.